This data is from Reaction yield outcomes from USPTO patents with 853,638 reactions. The task is: Predict the reaction yield, written as a fraction of the theoretical maximum amount of product (1.0 means a 100% yield; for example, 0.34 means a 34% yield). (1) The product is [CH2:11]([O:18][C:19]([N:21]1[CH2:29][C:28]2[C:23](=[CH:24][CH:25]=[C:26]([CH2:30][N:8]3[CH2:9][CH2:10][N:5]([CH3:4])[CH2:6][CH2:7]3)[CH:27]=2)[CH2:22]1)=[O:20])[C:12]1[CH:17]=[CH:16][CH:15]=[CH:14][CH:13]=1. The catalyst is O. The reactants are C(Cl)Cl.[CH3:4][N:5]1[CH2:10][CH2:9][NH:8][CH2:7][CH2:6]1.[CH2:11]([O:18][C:19]([N:21]1[CH2:29][C:28]2[C:23](=[CH:24][CH:25]=[C:26]([CH2:30]OS(C)(=O)=O)[CH:27]=2)[CH2:22]1)=[O:20])[C:12]1[CH:17]=[CH:16][CH:15]=[CH:14][CH:13]=1. The yield is 0.470. (2) The reactants are C([O:5][C:6](=[O:39])[CH2:7][C@@:8]1([C:23]([NH:25][CH:26]2[CH2:31][CH2:30][N:29]([C:32](OC(C)(C)C)=O)[CH2:28][CH2:27]2)=[O:24])[C@H:12]([CH3:13])[CH2:11][N:10]([CH2:14][C:15]2[C:20]([CH3:21])=[CH:19][CH:18]=[CH:17][C:16]=2[Cl:22])[CH2:9]1)(C)(C)C.FC(F)(F)C(O)=O.[C:47]1(C=O)[CH2:51][CH2:50][CH2:49][CH:48]=1.C(N(CC)CC)C.C(O[BH-](OC(=O)C)OC(=O)C)(=O)C.[Na+]. The catalyst is O1CCCC1.ClCCl. The product is [Cl:22][C:16]1[CH:17]=[CH:18][CH:19]=[C:20]([CH3:21])[C:15]=1[CH2:14][N:10]1[CH2:11][C@@H:12]([CH3:13])[C@@:8]([CH2:7][C:6]([OH:5])=[O:39])([C:23](=[O:24])[NH:25][CH:26]2[CH2:27][CH2:28][N:29]([CH2:32][C:47]3[CH2:51][CH2:50][CH2:49][CH:48]=3)[CH2:30][CH2:31]2)[CH2:9]1. The yield is 0.429. (3) The catalyst is C1COCC1. The reactants are [Cl:1][C:2]1[C:3]([CH3:31])=[C:4]([NH:10][C@H:11]([C@@H:28]([OH:30])[CH3:29])[C:12]([NH:14][NH:15][C:16](=O)[C:17]2[CH:22]=[CH:21][C:20]([S:23]([CH3:26])(=[O:25])=[O:24])=[CH:19][CH:18]=2)=[O:13])[CH:5]=[CH:6][C:7]=1[C:8]#[N:9].S(Cl)(C1C=CC(C)=CC=1)(=O)=O.C(N=P1(N(CC)CC)N(C)CCCN1C)(C)(C)C. The yield is 0.230. The product is [Cl:1][C:2]1[C:3]([CH3:31])=[C:4]([NH:10][C@@H:11]([C:12]2[O:13][C:16]([C:17]3[CH:18]=[CH:19][C:20]([S:23]([CH3:26])(=[O:24])=[O:25])=[CH:21][CH:22]=3)=[N:15][N:14]=2)[C@@H:28]([OH:30])[CH3:29])[CH:5]=[CH:6][C:7]=1[C:8]#[N:9]. (4) The reactants are Br[C:2]1[CH:7]=[CH:6][CH:5]=[C:4]([CH:8]([F:10])[F:9])[N:3]=1.CC1(C)C(C)(C)OB([C:19]2[CH2:24][CH2:23][CH:22]([CH2:25][C:26]([O:28][CH2:29][CH3:30])=[O:27])[CH2:21][CH:20]=2)O1.C([O-])([O-])=O.[K+].[K+]. The catalyst is O1CCOCC1.C1C=CC([P]([Pd]([P](C2C=CC=CC=2)(C2C=CC=CC=2)C2C=CC=CC=2)([P](C2C=CC=CC=2)(C2C=CC=CC=2)C2C=CC=CC=2)[P](C2C=CC=CC=2)(C2C=CC=CC=2)C2C=CC=CC=2)(C2C=CC=CC=2)C2C=CC=CC=2)=CC=1. The product is [F:9][CH:8]([F:10])[C:4]1[N:3]=[C:2]([C:19]2[CH2:24][CH2:23][CH:22]([CH2:25][C:26]([O:28][CH2:29][CH3:30])=[O:27])[CH2:21][CH:20]=2)[CH:7]=[CH:6][CH:5]=1. The yield is 0.990. (5) The reactants are Cl[C:2]1[CH:7]=[N:6][CH:5]=[C:4]([Cl:8])[N:3]=1.[CH:9]1([NH2:13])[CH2:12][CH2:11][CH2:10]1.C(=O)([O-])[O-].[K+].[K+].O. The catalyst is CC(N(C)C)=O. The product is [Cl:8][C:4]1[N:3]=[C:2]([NH:13][CH:9]2[CH2:12][CH2:11][CH2:10]2)[CH:7]=[N:6][CH:5]=1. The yield is 0.800. (6) The reactants are Cl[C:2]1[N:3]=[CH:4][C:5]2[N:11]([CH3:12])[C:10](=[O:13])[C:9]3([CH2:16][CH2:15][CH2:14]3)[CH2:8][N:7]([CH:17]3[CH2:21][CH2:20][CH2:19][CH2:18]3)[C:6]=2[N:22]=1.[NH2:23][C:24]1[CH:32]=[CH:31][C:27]([C:28]([OH:30])=[O:29])=[CH:26][C:25]=1[F:33].C(O)(C(F)(F)F)=O. No catalyst specified. The product is [CH:17]1([N:7]2[CH2:8][C:9]3([CH2:16][CH2:15][CH2:14]3)[C:10](=[O:13])[N:11]([CH3:12])[C:5]3[CH:4]=[N:3][C:2]([NH:23][C:24]4[CH:32]=[CH:31][C:27]([C:28]([OH:30])=[O:29])=[CH:26][C:25]=4[F:33])=[N:22][C:6]2=3)[CH2:21][CH2:20][CH2:19][CH2:18]1. The yield is 0.550. (7) The reactants are [C:1]([C:3]1[CH:8]=[CH:7][C:6]([N:9]=[C:10]=[S:11])=[CH:5][CH:4]=1)#[N:2].[CH3:12][C:13]([CH3:18])([CH3:17])[CH:14]([NH2:16])[CH3:15]. The catalyst is C1COCC1. The product is [C:1]([C:3]1[CH:4]=[CH:5][C:6]([NH:9][C:10]([NH:16][CH:14]([CH3:15])[C:13]([CH3:18])([CH3:17])[CH3:12])=[S:11])=[CH:7][CH:8]=1)#[N:2]. The yield is 0.960.